Dataset: Peptide-MHC class I binding affinity with 185,985 pairs from IEDB/IMGT. Task: Regression. Given a peptide amino acid sequence and an MHC pseudo amino acid sequence, predict their binding affinity value. This is MHC class I binding data. The peptide sequence is VKLIEEKKF. The MHC is Mamu-B17 with pseudo-sequence Mamu-B17. The binding affinity (normalized) is 0.0600.